Dataset: Reaction yield outcomes from USPTO patents with 853,638 reactions. Task: Predict the reaction yield, written as a fraction of the theoretical maximum amount of product (1.0 means a 100% yield; for example, 0.34 means a 34% yield). (1) The reactants are [CH2:1]([O:3][C:4](=[O:16])[C:5]([CH2:11][C:12]([F:15])([F:14])[F:13])=[CH:6][C:7]([F:10])([F:9])[F:8])[CH3:2]. The catalyst is C1COCC1.[Pd]. The product is [CH2:1]([O:3][C:4](=[O:16])[CH:5]([CH2:11][C:12]([F:13])([F:14])[F:15])[CH2:6][C:7]([F:8])([F:10])[F:9])[CH3:2]. The yield is 0.990. (2) The catalyst is CCN(CC)CC. The product is [NH:1]1[C:9]2[C:4](=[CH:5][C:6]([NH:10][C:11]3[CH:16]=[C:15]([N:32]4[CH2:37][CH2:36][NH:35][CH2:34][CH2:33]4)[N:14]=[C:13]([C:18]4[CH:19]=[C:20]([CH:29]=[CH:30][CH:31]=4)[O:21][CH2:22][C:23]([NH:25][CH:26]([CH3:28])[CH3:27])=[O:24])[N:12]=3)=[CH:7][CH:8]=2)[CH:3]=[N:2]1. The reactants are [NH:1]1[C:9]2[C:4](=[CH:5][C:6]([NH:10][C:11]3[CH:16]=[C:15](Cl)[N:14]=[C:13]([C:18]4[CH:19]=[C:20]([CH:29]=[CH:30][CH:31]=4)[O:21][CH2:22][C:23]([NH:25][CH:26]([CH3:28])[CH3:27])=[O:24])[N:12]=3)=[CH:7][CH:8]=2)[CH:3]=[N:2]1.[NH:32]1[CH2:37][CH2:36][NH:35][CH2:34][CH2:33]1. The yield is 0.340. (3) The reactants are [Br:1]Br.[CH3:3][C:4]1[S:8][C:7]([C:9](=[O:13])[C:10]([OH:12])=[O:11])=[CH:6][CH:5]=1.C([O-])(=O)C.[Na+].O. The catalyst is C(O)(=O)C. The product is [Br:1][C:5]1[CH:6]=[C:7]([C:9](=[O:13])[C:10]([OH:12])=[O:11])[S:8][C:4]=1[CH3:3]. The yield is 0.910. (4) The reactants are [Cl:1][C:2]1[C:3]([O:12][C:13]2[CH:18]=[C:17]([O:19][CH2:20][CH2:21][CH2:22][C:23]#[N:24])[CH:16]=[CH:15][C:14]=2/[CH:25]=[CH:26]/[C:27]([O:29]CC)=[O:28])=[N:4][CH:5]=[C:6]([C:8]([F:11])([F:10])[F:9])[CH:7]=1.O1CCCC1.[OH-].[Na+].Cl. The catalyst is O.C(O)C. The product is [Cl:1][C:2]1[C:3]([O:12][C:13]2[CH:18]=[C:17]([O:19][CH2:20][CH2:21][CH2:22][C:23]#[N:24])[CH:16]=[CH:15][C:14]=2/[CH:25]=[CH:26]/[C:27]([OH:29])=[O:28])=[N:4][CH:5]=[C:6]([C:8]([F:9])([F:11])[F:10])[CH:7]=1. The yield is 0.780. (5) The reactants are [CH:1]([N:4]1[N:8]=[N:7][C:6]([CH2:9][CH2:10][OH:11])=[N:5]1)([CH3:3])[CH3:2].[CH:12]([N:15]1[C:19]([CH2:20][CH2:21][OH:22])=[N:18][N:17]=[N:16]1)([CH3:14])[CH3:13].[CH3:23][S:24](Cl)(=[O:26])=[O:25].C(N(CC)CC)C. The catalyst is C(Cl)Cl. The product is [CH:1]([N:4]1[N:8]=[N:7][C:6]([CH2:9][CH2:10][O:11][S:24]([CH3:23])(=[O:26])=[O:25])=[N:5]1)([CH3:3])[CH3:2].[CH:12]([N:15]1[C:19]([CH2:20][CH2:21][O:22][S:24]([CH3:23])(=[O:26])=[O:25])=[N:18][N:17]=[N:16]1)([CH3:14])[CH3:13]. The yield is 0.170. (6) The reactants are Cl[C:2]1[CH:3]=[CH:4][C:5]([N+:9]([O-:11])=[O:10])=[C:6]([CH:8]=1)[NH2:7].[CH:12]([N:15]1[CH2:20][CH2:19][NH:18][CH2:17][CH2:16]1)([CH3:14])[CH3:13].C(=O)([O-])[O-].[K+].[K+].O. The catalyst is CN(C)C(=O)C. The product is [CH:12]([N:15]1[CH2:20][CH2:19][N:18]([C:2]2[CH:3]=[CH:4][C:5]([N+:9]([O-:11])=[O:10])=[C:6]([NH2:7])[CH:8]=2)[CH2:17][CH2:16]1)([CH3:14])[CH3:13]. The yield is 0.530. (7) The reactants are [NH:1]1[CH2:5][CH2:4][C:3]2([CH2:10][CH:9]3[CH2:11][N:6]2[CH2:7][CH2:8]3)[CH2:2]1.C1(P(C2C=CC=CC=2)C2C=CC3C(=CC=CC=3)C=2C2C3C(=CC=CC=3)C=CC=2P(C2C=CC=CC=2)C2C=CC=CC=2)C=CC=CC=1.CC(C)([O-])C.[K+].Br[C:65]1[CH:66]=[N:67][CH:68]=[N:69][CH:70]=1. The catalyst is C1(C)C=CC=CC=1.C1C=CC(/C=C/C(/C=C/C2C=CC=CC=2)=O)=CC=1.C1C=CC(/C=C/C(/C=C/C2C=CC=CC=2)=O)=CC=1.C1C=CC(/C=C/C(/C=C/C2C=CC=CC=2)=O)=CC=1.[Pd].[Pd]. The product is [N:67]1[CH:66]=[C:65]([N:1]2[CH2:5][CH2:4][C:3]3([CH2:10][CH:9]4[CH2:11][N:6]3[CH2:7][CH2:8]4)[CH2:2]2)[CH:70]=[N:69][CH:68]=1. The yield is 0.320. (8) The reactants are [H-].[Na+].[CH3:3][C:4]1[C:12]2[C:11]([O:13][CH:14]3[CH2:19][CH2:18][CH:17]([NH:20][C:21](=[O:27])[O:22][C:23]([CH3:26])([CH3:25])[CH3:24])[CH2:16][CH2:15]3)=[N:10][CH:9]=[N:8][C:7]=2[S:6][C:5]=1[CH3:28].I[CH3:30]. The catalyst is CN(C)C=O. The product is [CH3:3][C:4]1[C:12]2[C:11]([O:13][CH:14]3[CH2:15][CH2:16][CH:17]([N:20]([CH3:30])[C:21](=[O:27])[O:22][C:23]([CH3:24])([CH3:25])[CH3:26])[CH2:18][CH2:19]3)=[N:10][CH:9]=[N:8][C:7]=2[S:6][C:5]=1[CH3:28]. The yield is 0.580. (9) The reactants are [C:1]([C:5]1([C:10]2[CH:15]=[CH:14][C:13]([CH2:16][CH2:17][C:18]3([CH:26]4[CH2:30][CH2:29][CH2:28][CH2:27]4)[O:23][C:22](=[O:24])[CH2:21][C:20](=[O:25])[CH2:19]3)=[CH:12][CH:11]=2)OCC[O:6]1)([CH3:4])([CH3:3])[CH3:2]. The catalyst is CC(C)=O. The product is [CH:26]1([C:18]2([CH2:17][CH2:16][C:13]3[CH:14]=[CH:15][C:10]([C:5](=[O:6])[C:1]([CH3:3])([CH3:2])[CH3:4])=[CH:11][CH:12]=3)[O:23][C:22](=[O:24])[CH2:21][C:20](=[O:25])[CH2:19]2)[CH2:30][CH2:29][CH2:28][CH2:27]1. The yield is 0.950. (10) The catalyst is N1C=CC=CC=1. The yield is 0.700. The product is [C:14]([NH:13][C:11]1[S:12][C:8]2[CH:7]=[C:6]([O:5][C:4]3[CH:3]=[C:2]([NH:1][C:31](=[O:32])[C:30]4[CH:34]=[CH:35][CH:36]=[C:28]([O:27][C:23]([CH3:22])([CH3:26])[C:24]#[CH:25])[CH:29]=4)[CH:21]=[CH:20][CH:19]=3)[CH:18]=[CH:17][C:9]=2[N:10]=1)(=[O:16])[CH3:15]. The reactants are [NH2:1][C:2]1[CH:3]=[C:4]([CH:19]=[CH:20][CH:21]=1)[O:5][C:6]1[CH:18]=[CH:17][C:9]2[N:10]=[C:11]([NH:13][C:14](=[O:16])[CH3:15])[S:12][C:8]=2[CH:7]=1.[CH3:22][C:23]([O:27][C:28]1[CH:29]=[C:30]([CH:34]=[CH:35][CH:36]=1)[C:31](O)=[O:32])([CH3:26])[C:24]#[CH:25].F[P-](F)(F)(F)(F)F.N1(OC(N(C)C)=[N+](C)C)C2N=CC=CC=2N=N1.O.